From a dataset of Forward reaction prediction with 1.9M reactions from USPTO patents (1976-2016). Predict the product of the given reaction. (1) Given the reactants Cl.CO.C([Si](C)(C)O[CH:10]1[C:19]2[C:14](=[C:15]([CH2:20][N:21]3[CH2:26][CH2:25][CH2:24][CH2:23][CH2:22]3)[CH:16]=[CH:17][CH:18]=2)[O:13][CH2:12][CH2:11]1)(C)(C)C.[N-:29]=[N+:30]=[N-:31].[Na+], predict the reaction product. The product is: [N:29]([CH:10]1[C:19]2[C:14](=[C:15]([CH2:20][N:21]3[CH2:26][CH2:25][CH2:24][CH2:23][CH2:22]3)[CH:16]=[CH:17][CH:18]=2)[O:13][CH2:12][CH2:11]1)=[N+:30]=[N-:31]. (2) Given the reactants Cl.[CH:2]1([N:5]2[CH2:14][C:13]3[C:8](=[CH:9][CH:10]=[CH:11][CH:12]=3)[N:7]([CH2:15][C:16]3[N:20]([CH2:21][CH2:22][CH:23]([CH3:25])[CH3:24])[C:19]4[CH:26]=[CH:27][C:28]([C:30]#[N:31])=[CH:29][C:18]=4[N:17]=3)[CH2:6]2)[CH2:4][CH2:3]1.Cl.[NH2:33][OH:34].C([O-])([O-])=O.[K+].[K+], predict the reaction product. The product is: [NH3:5].[CH:2]1([N:5]2[CH2:14][C:13]3[C:8](=[CH:9][CH:10]=[CH:11][CH:12]=3)[N:7]([CH2:15][C:16]3[N:20]([CH2:21][CH2:22][CH:23]([CH3:25])[CH3:24])[C:19]4[CH:26]=[CH:27][C:28]([C:30]([NH2:31])=[N:33][OH:34])=[CH:29][C:18]=4[N:17]=3)[CH2:6]2)[CH2:3][CH2:4]1. (3) Given the reactants [CH2:1]([O:3][C:4](=[O:20])[CH2:5][N:6]=[C:7]([C:14]1[CH:19]=[CH:18][CH:17]=[CH:16][CH:15]=1)[C:8]1[CH:13]=[CH:12][CH:11]=[CH:10][CH:9]=1)[CH3:2].CC(C)([O-])C.[K+].I[CH2:28][C@@H:29]([CH3:32])[CH2:30][CH3:31], predict the reaction product. The product is: [CH2:1]([O:3][C:4](=[O:20])[C@@H:5]([N:6]=[C:7]([C:14]1[CH:19]=[CH:18][CH:17]=[CH:16][CH:15]=1)[C:8]1[CH:9]=[CH:10][CH:11]=[CH:12][CH:13]=1)[CH2:28][CH:29]([CH3:32])[CH2:30][CH3:31])[CH3:2].